From a dataset of Reaction yield outcomes from USPTO patents with 853,638 reactions. Predict the reaction yield, written as a fraction of the theoretical maximum amount of product (1.0 means a 100% yield; for example, 0.34 means a 34% yield). (1) The yield is 0.580. The catalyst is CO. The product is [NH2:11][C:12]1[C:13]2[C:20]([C:21]([C:23]3[CH:28]=[CH:27][CH:26]=[C:25]([NH:29][CH2:4][C:3]4[CH:6]=[C:7]([F:10])[CH:8]=[CH:9][C:2]=4[F:1])[CH:24]=3)=[O:22])=[CH:19][N:18]([CH:30]3[CH2:31][CH2:32][CH2:33][CH2:34]3)[C:14]=2[N:15]=[CH:16][N:17]=1. The reactants are [F:1][C:2]1[CH:9]=[CH:8][C:7]([F:10])=[CH:6][C:3]=1[CH:4]=O.[NH2:11][C:12]1[C:13]2[C:20]([C:21]([C:23]3[CH:28]=[CH:27][CH:26]=[C:25]([NH2:29])[CH:24]=3)=[O:22])=[CH:19][N:18]([CH:30]3[CH2:34][CH2:33][CH2:32][CH2:31]3)[C:14]=2[N:15]=[CH:16][N:17]=1.CC(O)=O.[BH3-]C#N.[Na+]. (2) The reactants are [OH:1][CH2:2][C:3]1[CH:8]=[C:7]([CH2:9][OH:10])[CH:6]=[CH:5][C:4]=1[Br:11].OCC1C=CC=[C:16]([CH2:20][OH:21])C=1Br.[CH:23]([O:25][CH2:26][CH3:27])=[CH2:24].C(=O)([O-])[O-].[Na+].[Na+].[C:34]1(C)C=CC=C[CH:35]=1. The catalyst is O.C1(C)C=CC(S(O)(=O)=O)=CC=1. The product is [CH2:23]([O:25][CH2:26][CH2:27][O:1][CH2:2][C:3]1[CH:8]=[C:7]([CH2:9][O:10][CH2:34][CH2:35][O:21][CH2:20][CH3:16])[CH:6]=[CH:5][C:4]=1[Br:11])[CH3:24]. The yield is 0.971. (3) The reactants are [C:1]([NH2:5])([CH3:4])([CH3:3])[CH3:2].[Cl:6][CH2:7][CH2:8][CH2:9][S:10](Cl)(=[O:12])=[O:11]. The catalyst is C1COCC1. The product is [C:1]([NH:5][S:10]([CH2:9][CH2:8][CH2:7][Cl:6])(=[O:12])=[O:11])([CH3:4])([CH3:3])[CH3:2]. The yield is 0.990. (4) The reactants are [N:1]1[CH:6]=[CH:5][N:4]=[C:3]2[S:7][C:8]([C:10]([OH:12])=O)=[CH:9][C:2]=12.CN(C(ON1N=NC2C=CC=NC1=2)=[N+](C)C)C.F[P-](F)(F)(F)(F)F.CCN(C(C)C)C(C)C.[CH3:46][C:47]1[CH:53]=[CH:52][C:51]([N+:54]([O-:56])=[O:55])=[CH:50][C:48]=1[NH2:49]. The catalyst is CN(C=O)C. The product is [CH3:46][C:47]1[CH:53]=[CH:52][C:51]([N+:54]([O-:56])=[O:55])=[CH:50][C:48]=1[NH:49][C:10]([C:8]1[S:7][C:3]2=[N:4][CH:5]=[CH:6][N:1]=[C:2]2[CH:9]=1)=[O:12]. The yield is 0.920. (5) The reactants are [Cl:1][C:2]1[N:3]=[N:4][C:5]([Cl:9])=[CH:6][C:7]=1Cl.[NH3:10].CO. No catalyst specified. The product is [Cl:1][C:2]1[N:3]=[N:4][C:5]([Cl:9])=[CH:6][C:7]=1[NH2:10]. The yield is 0.320.